Dataset: Reaction yield outcomes from USPTO patents with 853,638 reactions. Task: Predict the reaction yield, written as a fraction of the theoretical maximum amount of product (1.0 means a 100% yield; for example, 0.34 means a 34% yield). (1) The reactants are Br[C:2]1[CH:16]=[CH:15][C:5]([C:6]([C@@H:8]2[CH2:10][C@H:9]2[C:11]([O:13][CH3:14])=[O:12])=[O:7])=[CH:4][CH:3]=1.[NH2:17][C:18]1[CH:23]=[CH:22][C:21](B(O)O)=[CH:20][CH:19]=1.C([O-])([O-])=O.[Na+].[Na+].ClCCl. The product is [NH2:17][C:18]1[CH:23]=[CH:22][C:21]([C:2]2[CH:16]=[CH:15][C:5]([C:6]([C@@H:8]3[CH2:10][C@H:9]3[C:11]([O:13][CH3:14])=[O:12])=[O:7])=[CH:4][CH:3]=2)=[CH:20][CH:19]=1. The yield is 0.660. The catalyst is CCOC(C)=O.C1C=CC(P(C2C=CC=CC=2)[C-]2C=CC=C2)=CC=1.C1C=CC(P(C2C=CC=CC=2)[C-]2C=CC=C2)=CC=1.Cl[Pd]Cl.[Fe+2].CCO.C1(C)C=CC=CC=1. (2) The reactants are [CH3:1][C:2]1[N:6]=[C:5]([C:7]2[NH:11][CH:10]=[N:9][C:8]=2[NH:12][CH2:13][CH2:14][CH2:15][CH2:16][CH3:17])[NH:4][N:3]=1.[C:18](Cl)(Cl)=[O:19].C1(C)C=CC=CC=1. The catalyst is C1COCC1. The product is [CH3:1][C:2]1[N:6]=[C:5]2[N:4]([C:18](=[O:19])[N:12]([CH2:13][CH2:14][CH2:15][CH2:16][CH3:17])[C:8]3[N:9]=[CH:10][NH:11][C:7]=32)[N:3]=1. The yield is 0.500.